Predict the reaction yield, written as a fraction of the theoretical maximum amount of product (1.0 means a 100% yield; for example, 0.34 means a 34% yield). From a dataset of Reaction yield outcomes from USPTO patents with 853,638 reactions. (1) The reactants are Br[C:2]1[CH:3]=[CH:4][C:5]2[O:11][CH2:10][CH2:9][N:8]3[C:12]([CH2:18][N:19]4[CH2:23][CH2:22][C:21](=[O:24])[CH2:20]4)=[C:13]([C:15]([NH2:17])=[O:16])[N:14]=[C:7]3[C:6]=2[CH:25]=1.[CH3:26][C:27]([OH:31])([C:29]#[CH:30])[CH3:28]. No catalyst specified. The product is [OH:31][C:27]([CH3:28])([CH3:26])[C:29]#[C:30][C:2]1[CH:3]=[CH:4][C:5]2[O:11][CH2:10][CH2:9][N:8]3[C:12]([CH2:18][N:19]4[CH2:23][CH2:22][C:21](=[O:24])[CH2:20]4)=[C:13]([C:15]([NH2:17])=[O:16])[N:14]=[C:7]3[C:6]=2[CH:25]=1. The yield is 0.310. (2) The reactants are Cl[C:2]1[C:11]2[C:6](=[CH:7][CH:8]=[CH:9][C:10]=2[O:12][CH:13]2[CH2:18][CH2:17][N:16]([CH3:19])[CH2:15][CH2:14]2)[N:5]=[CH:4][N:3]=1.[NH2:20][C:21]1[CH:22]=[C:23]2[C:27](=[CH:28][CH:29]=1)[NH:26][CH:25]=[CH:24]2. No catalyst specified. The product is [NH:26]1[C:27]2[C:23](=[CH:22][C:21]([NH:20][C:2]3[C:11]4[C:6](=[CH:7][CH:8]=[CH:9][C:10]=4[O:12][CH:13]4[CH2:18][CH2:17][N:16]([CH3:19])[CH2:15][CH2:14]4)[N:5]=[CH:4][N:3]=3)=[CH:29][CH:28]=2)[CH:24]=[CH:25]1. The yield is 0.550. (3) The yield is 0.840. The reactants are [CH2:1]([O:8][N:9]1[C:15](=[O:16])[N:14]2[CH2:17][C@H:10]1[CH2:11][CH2:12][C@H:13]2[C:18]([OH:20])=O)[C:2]1[CH:7]=[CH:6][CH:5]=[CH:4][CH:3]=1.[NH2:21][O:22][CH2:23][CH:24]1[CH2:29][CH2:28][CH2:27][N:26]([C:30]([O:32][C:33]([CH3:36])([CH3:35])[CH3:34])=[O:31])[CH2:25]1.ON1C2C=CC=CC=2N=N1.Cl.C(N=C=NCCCN(C)C)C. The catalyst is C(Cl)Cl. The product is [CH2:1]([O:8][N:9]1[C:15](=[O:16])[N:14]2[CH2:17][C@H:10]1[CH2:11][CH2:12][C@H:13]2[C:18]([NH:21][O:22][CH2:23][CH:24]1[CH2:29][CH2:28][CH2:27][N:26]([C:30]([O:32][C:33]([CH3:36])([CH3:35])[CH3:34])=[O:31])[CH2:25]1)=[O:20])[C:2]1[CH:3]=[CH:4][CH:5]=[CH:6][CH:7]=1. (4) The reactants are [N:1]1[C:10]2[C:5](=[CH:6][CH:7]=[CH:8][C:9]=2[S:11](Cl)(=[O:13])=[O:12])[CH:4]=[CH:3][CH:2]=1.[CH2:15]([O:17][C:18]([C:20]1([NH2:29])[CH2:28][C:27]2[C:22](=[CH:23][CH:24]=[CH:25][CH:26]=2)[CH2:21]1)=[O:19])[CH3:16].CCN(C(C)C)C(C)C. The catalyst is C(Cl)Cl. The product is [CH2:15]([O:17][C:18]([C:20]1([NH:29][S:11]([C:9]2[CH:8]=[CH:7][CH:6]=[C:5]3[C:10]=2[N:1]=[CH:2][CH:3]=[CH:4]3)(=[O:13])=[O:12])[CH2:28][C:27]2[C:22](=[CH:23][CH:24]=[CH:25][CH:26]=2)[CH2:21]1)=[O:19])[CH3:16]. The yield is 0.350. (5) The yield is 0.680. The catalyst is C(OC(C)(C)C)(=O)C.CO. The reactants are O[CH2:2][C@H:3](C)[C:4](OC)=O.[C:9]([O-:12])(O)=O.[Na+].[BH4-].[Na+].C(O)(=O)[CH2:17][C:18]([CH2:23]C(O)=O)([C:20](O)=O)[OH:19]. The product is [C:18]([O:19][CH2:2][C@H:3]([CH3:4])[CH2:9][OH:12])([CH3:17])([CH3:20])[CH3:23].